Dataset: Catalyst prediction with 721,799 reactions and 888 catalyst types from USPTO. Task: Predict which catalyst facilitates the given reaction. (1) Reactant: C1COCC1.[CH3:6][C:7]1[CH:12]=[CH:11][CH:10]=[C:9]([CH3:13])[C:8]=1[NH:14][C:15]([NH:17][C:18]1[C:19]([C:28]([NH:30][CH2:31][CH2:32][C:33]([O:35]C)=[O:34])=[O:29])=[CH:20][C:21]2[C:26]([CH:27]=1)=[CH:25][CH:24]=[CH:23][CH:22]=2)=[O:16].[Li+].[OH-].Cl. Product: [CH3:13][C:9]1[CH:10]=[CH:11][CH:12]=[C:7]([CH3:6])[C:8]=1[NH:14][C:15]([NH:17][C:18]1[C:19]([C:28]([NH:30][CH2:31][CH2:32][C:33]([OH:35])=[O:34])=[O:29])=[CH:20][C:21]2[C:26]([CH:27]=1)=[CH:25][CH:24]=[CH:23][CH:22]=2)=[O:16]. The catalyst class is: 24. (2) Product: [CH3:16][C:17]1([CH3:34])[O:21][CH:2]([CH2:1][N:8]2[CH2:9][CH2:10][NH:11][CH2:12][CH2:13]2)[CH2:7][O:18]1. Reactant: [CH2:1]([N:8]1[CH2:13][CH2:12][NH:11][CH2:10][CH2:9]1)[C:2]1[CH:7]=CC=CC=1.[H-].[Na+].[CH3:16][C:17]1([CH3:34])[O:21]C(COS(C2C=CC(C)=CC=2)(=O)=O)C[O:18]1. The catalyst class is: 9.